This data is from Forward reaction prediction with 1.9M reactions from USPTO patents (1976-2016). The task is: Predict the product of the given reaction. The product is: [CH3:28][O:27][C:21]1[CH:20]=[C:19]([C:18]2[CH:17]([C:29]#[N:30])[C:16](=[O:15])[O:1][C:2]3[C:10]=2[CH:9]=[CH:8][C:7]2=[N:6][CH:5]=[CH:4][C:3]=32)[CH:24]=[C:23]([O:25][CH3:26])[CH:22]=1. Given the reactants [OH:1][C:2]1[CH:10]=[CH:9][CH:8]=[C:7]2[C:3]=1[CH:4]=[CH:5][NH:6]2.[H-].[Na+].C([O:15][C:16](=O)[C:17]([C:29]#[N:30])=[CH:18][C:19]1[CH:24]=[C:23]([O:25][CH3:26])[CH:22]=[C:21]([O:27][CH3:28])[CH:20]=1)C, predict the reaction product.